From a dataset of Reaction yield outcomes from USPTO patents with 853,638 reactions. Predict the reaction yield, written as a fraction of the theoretical maximum amount of product (1.0 means a 100% yield; for example, 0.34 means a 34% yield). (1) The reactants are [CH:1]1([C:4]2[CH:9]=[CH:8][C:7]([NH:10][C:11]3[C:19]4[S:18][N:17]=[CH:16][C:15]=4[CH:14]=[CH:13][C:12]=3[C:20]([OH:22])=O)=[C:6]([F:23])[CH:5]=2)[CH2:3][CH2:2]1.C(N(C(C)C)CC)(C)C.CC1(C)[O:38][C@@H:37]([CH2:39][O:40][NH2:41])[CH2:36][O:35]1.CCN=C=NCCCN(C)C.C1C=CC2N(O)N=NC=2C=1. The catalyst is CN(C=O)C.C(OCC)(=O)C. The product is [OH:38][C@H:37]([CH2:36][OH:35])[CH2:39][O:40][NH:41][C:20]([C:12]1[CH:13]=[CH:14][C:15]2[CH:16]=[N:17][S:18][C:19]=2[C:11]=1[NH:10][C:7]1[CH:8]=[CH:9][C:4]([CH:1]2[CH2:3][CH2:2]2)=[CH:5][C:6]=1[F:23])=[O:22]. The yield is 0.590. (2) The reactants are [NH2:1][C:2]1[N:7]=[C:6]([Cl:8])[N:5]=[C:4]([C:9]([O:11][CH3:12])=[O:10])[CH:3]=1.Br[CH2:14][CH:15](OC)OC. The catalyst is C(#N)C. The product is [Cl:8][C:6]1[N:7]2[CH:14]=[CH:15][N:1]=[C:2]2[CH:3]=[C:4]([C:9]([O:11][CH3:12])=[O:10])[N:5]=1. The yield is 0.550.